Dataset: Peptide-MHC class II binding affinity with 134,281 pairs from IEDB. Task: Regression. Given a peptide amino acid sequence and an MHC pseudo amino acid sequence, predict their binding affinity value. This is MHC class II binding data. The peptide sequence is MSNPLTSPISCSYSL. The MHC is DRB1_0901 with pseudo-sequence DRB1_0901. The binding affinity (normalized) is 0.744.